From a dataset of Catalyst prediction with 721,799 reactions and 888 catalyst types from USPTO. Predict which catalyst facilitates the given reaction. (1) Reactant: [C:1]([N:4]1[C:13]2[C:8](=[CH:9][C:10]([C:14]3[CH:15]=[N:16][N:17]([CH2:19][CH2:20][N:21]4[CH2:26][CH2:25][CH:24]([NH:27]C(OC(C)(C)C)=O)[CH2:23][CH2:22]4)[CH:18]=3)=[CH:11][CH:12]=2)[C@H:7]([NH:35][C:36](=[O:41])[O:37][CH:38]([CH3:40])[CH3:39])[CH2:6][C@@H:5]1[CH3:42])(=[O:3])[CH3:2].FC(F)(F)C(O)=O.[ClH:50]. Product: [ClH:50].[ClH:50].[C:1]([N:4]1[C:13]2[C:8](=[CH:9][C:10]([C:14]3[CH:15]=[N:16][N:17]([CH2:19][CH2:20][N:21]4[CH2:22][CH2:23][CH:24]([NH2:27])[CH2:25][CH2:26]4)[CH:18]=3)=[CH:11][CH:12]=2)[C@H:7]([NH:35][C:36](=[O:41])[O:37][CH:38]([CH3:39])[CH3:40])[CH2:6][C@@H:5]1[CH3:42])(=[O:3])[CH3:2]. The catalyst class is: 98. (2) Reactant: Cl.[Br:2][C:3]1[CH:4]=[CH:5][C:6]([O:9][C:10]2[CH:11]=[C:12]([C@H:16]3[CH2:20][C:19]4([CH2:25][CH2:24][NH:23][CH2:22][CH2:21]4)[O:18][CH2:17]3)[CH:13]=[CH:14][CH:15]=2)=[N:7][CH:8]=1.[N:26]1[CH:31]=[CH:30][CH:29]=[C:28]([NH:32][C:33](=O)[O:34]C2C=CC=CC=2)[CH:27]=1.CCN(C(C)C)C(C)C. Product: [Br:2][C:3]1[CH:4]=[CH:5][C:6]([O:9][C:10]2[CH:11]=[C:12]([C@H:16]3[CH2:20][C:19]4([CH2:25][CH2:24][N:23]([C:33]([NH:32][C:28]5[CH:27]=[N:26][CH:31]=[CH:30][CH:29]=5)=[O:34])[CH2:22][CH2:21]4)[O:18][CH2:17]3)[CH:13]=[CH:14][CH:15]=2)=[N:7][CH:8]=1. The catalyst class is: 10.